From a dataset of NCI-60 drug combinations with 297,098 pairs across 59 cell lines. Regression. Given two drug SMILES strings and cell line genomic features, predict the synergy score measuring deviation from expected non-interaction effect. Drug 1: C1=NC2=C(N=C(N=C2N1C3C(C(C(O3)CO)O)O)F)N. Drug 2: CCN(CC)CCCC(C)NC1=C2C=C(C=CC2=NC3=C1C=CC(=C3)Cl)OC. Cell line: HCT-15. Synergy scores: CSS=-2.33, Synergy_ZIP=3.75, Synergy_Bliss=7.40, Synergy_Loewe=-23.2, Synergy_HSA=-2.44.